Task: Predict the reaction yield, written as a fraction of the theoretical maximum amount of product (1.0 means a 100% yield; for example, 0.34 means a 34% yield).. Dataset: Reaction yield outcomes from USPTO patents with 853,638 reactions (1) The reactants are [S:1]1[C:5]2[CH:6]=[CH:7][CH:8]=[CH:9][C:4]=2[C:3]([CH:10]=[O:11])=[CH:2]1.[C-]#N.[Na+].[CH3:15][OH:16]. The catalyst is [O-2].[O-2].[Mn+4]. The product is [CH3:15][O:16][C:10]([C:3]1[C:4]2[CH:9]=[CH:8][CH:7]=[CH:6][C:5]=2[S:1][CH:2]=1)=[O:11]. The yield is 0.900. (2) The reactants are [NH2:1][C:2]1[CH:3]=[C:4]([CH:9]=[CH:10][N:11]=1)[C:5]([O:7][CH3:8])=[O:6].[CH:12]1([C:15](Cl)=[O:16])[CH2:14][CH2:13]1. No catalyst specified. The product is [CH:12]1([C:15]([NH:1][C:2]2[CH:3]=[C:4]([CH:9]=[CH:10][N:11]=2)[C:5]([O:7][CH3:8])=[O:6])=[O:16])[CH2:14][CH2:13]1. The yield is 0.920. (3) The reactants are [I:1][CH2:2][CH:3]1[CH2:7][CH2:6][CH2:5][CH2:4]1.[C:8]1([P:14]([C:21]2[CH:26]=[CH:25][CH:24]=[CH:23][CH:22]=2)[C:15]2[CH:20]=[CH:19][CH:18]=[CH:17][CH:16]=2)[CH:13]=[CH:12][CH:11]=[CH:10][CH:9]=1. The catalyst is C(#N)C. The product is [I-:1].[CH:3]1([CH2:2][P+:14]([C:15]2[CH:16]=[CH:17][CH:18]=[CH:19][CH:20]=2)([C:21]2[CH:26]=[CH:25][CH:24]=[CH:23][CH:22]=2)[C:8]2[CH:9]=[CH:10][CH:11]=[CH:12][CH:13]=2)[CH2:7][CH2:6][CH2:5][CH2:4]1. The yield is 0.860. (4) The reactants are [CH:1]1([N:6]2[C:10]3[N:11]=[C:12]([NH:15][C:16]4[CH:24]=[CH:23][C:19]([C:20]([OH:22])=O)=[CH:18][N:17]=4)[N:13]=[CH:14][C:9]=3[CH:8]=[C:7]2[C:25](=[O:29])[N:26]([CH3:28])[CH3:27])[CH2:5][CH2:4][CH2:3][CH2:2]1.[CH2:30]([N:37]1[CH2:44][CH:43]2[O:45][CH:39]([CH2:40][NH:41][CH2:42]2)[CH2:38]1)[C:31]1[CH:36]=[CH:35][CH:34]=[CH:33][CH:32]=1. No catalyst specified. The product is [CH3:27][N:26]([CH3:28])[C:25]([C:7]1[N:6]([CH:1]2[CH2:5][CH2:4][CH2:3][CH2:2]2)[C:10]2[N:11]=[C:12]([NH:15][C:16]3[CH:24]=[CH:23][C:19]([C:20]([N:41]4[CH2:40][CH:39]5[O:45][CH:43]([CH2:44][N:37]([CH2:30][C:31]6[CH:32]=[CH:33][CH:34]=[CH:35][CH:36]=6)[CH2:38]5)[CH2:42]4)=[O:22])=[CH:18][N:17]=3)[N:13]=[CH:14][C:9]=2[CH:8]=1)=[O:29]. The yield is 0.390.